From a dataset of Peptide-MHC class I binding affinity with 185,985 pairs from IEDB/IMGT. Regression. Given a peptide amino acid sequence and an MHC pseudo amino acid sequence, predict their binding affinity value. This is MHC class I binding data. (1) The peptide sequence is RPNRQLGSM. The MHC is HLA-A02:03 with pseudo-sequence HLA-A02:03. The binding affinity (normalized) is 0.0847. (2) The peptide sequence is LSYVIGLLPH. The MHC is HLA-A03:01 with pseudo-sequence HLA-A03:01. The binding affinity (normalized) is 0.286. (3) The peptide sequence is RMYGVLPWI. The MHC is HLA-A02:01 with pseudo-sequence HLA-A02:01. The binding affinity (normalized) is 0.689. (4) The peptide sequence is VMNSNTLLSAW. The MHC is HLA-A03:01 with pseudo-sequence HLA-A03:01. The binding affinity (normalized) is 0.180. (5) The peptide sequence is HELSLFWPL. The MHC is HLA-C04:01 with pseudo-sequence HLA-C04:01. The binding affinity (normalized) is 0.213. (6) The peptide sequence is ISKIYTLIYR. The MHC is HLA-A31:01 with pseudo-sequence HLA-A31:01. The binding affinity (normalized) is 1.00. (7) The peptide sequence is TMSIYIAVA. The MHC is HLA-A68:02 with pseudo-sequence HLA-A68:02. The binding affinity (normalized) is 0.473.